From a dataset of Peptide-MHC class II binding affinity with 134,281 pairs from IEDB. Regression. Given a peptide amino acid sequence and an MHC pseudo amino acid sequence, predict their binding affinity value. This is MHC class II binding data. (1) The peptide sequence is FFMSPKGISRMSMAM. The MHC is DRB1_0404 with pseudo-sequence DRB1_0404. The binding affinity (normalized) is 0.638. (2) The MHC is DRB3_0202 with pseudo-sequence DRB3_0202. The peptide sequence is MMTGRMGERQLQKIE. The binding affinity (normalized) is 0.274.